Dataset: Full USPTO retrosynthesis dataset with 1.9M reactions from patents (1976-2016). Task: Predict the reactants needed to synthesize the given product. Given the product [Br:27][C:8]1[N:9]([CH2:21][C:22]([O:24][CH2:25][CH3:26])=[O:23])[C:10]2=[N:11][C:12]([C:16]([O:18][CH2:19][CH3:20])=[O:17])=[CH:13][CH:14]=[C:15]2[C:7]=1[CH:1]1[CH2:2][CH2:3][CH2:4][CH2:5][CH2:6]1, predict the reactants needed to synthesize it. The reactants are: [CH:1]1([C:7]2[C:15]3[C:10](=[N:11][C:12]([C:16]([O:18][CH2:19][CH3:20])=[O:17])=[CH:13][CH:14]=3)[N:9]([CH2:21][C:22]([O:24][CH2:25][CH3:26])=[O:23])[CH:8]=2)[CH2:6][CH2:5][CH2:4][CH2:3][CH2:2]1.[Br:27]N1C(=O)CCC1=O.